This data is from Forward reaction prediction with 1.9M reactions from USPTO patents (1976-2016). The task is: Predict the product of the given reaction. (1) Given the reactants Br[C:2]1[CH:3]=[C:4]2[CH2:10][CH2:9][NH:8][C:5]2=[N:6][CH:7]=1.[CH:11]1([C:15]2[CH:20]=[CH:19][C:18](B(O)O)=[C:17]([F:24])[C:16]=2[O:25][CH3:26])[CH2:14][CH2:13][CH2:12]1.C(=O)([O-])[O-].[K+].[K+].N#N, predict the reaction product. The product is: [CH:11]1([C:15]2[CH:20]=[CH:19][C:18]([C:2]3[CH:3]=[C:4]4[CH2:10][CH2:9][NH:8][C:5]4=[N:6][CH:7]=3)=[C:17]([F:24])[C:16]=2[O:25][CH3:26])[CH2:12][CH2:13][CH2:14]1. (2) Given the reactants C[O:2][C:3](=[O:25])[CH2:4][O:5][C:6]1[CH:11]=[CH:10][C:9]([N:12]([CH3:24])[C:13]2[C:22]3[C:17](=[CH:18][CH:19]=[CH:20][CH:21]=3)[N:16]=[C:15]([CH3:23])[N:14]=2)=[CH:8][CH:7]=1, predict the reaction product. The product is: [CH3:24][N:12]([C:13]1[C:22]2[C:17](=[CH:18][CH:19]=[CH:20][CH:21]=2)[N:16]=[C:15]([CH3:23])[N:14]=1)[C:9]1[CH:10]=[CH:11][C:6]([O:5][CH2:4][C:3]([OH:25])=[O:2])=[CH:7][CH:8]=1. (3) Given the reactants [CH3:1][O:2][C:3]([C@H:5]1[CH2:9][C@@H:8]([OH:10])[CH2:7][N:6]1[C:11]([O:13][C:14]([CH3:17])([CH3:16])[CH3:15])=[O:12])=[O:4].N1C=CN=C1.[C:23]([Si:27](Cl)([C:34]1[CH:39]=[CH:38][CH:37]=[CH:36][CH:35]=1)[C:28]1[CH:33]=[CH:32][CH:31]=[CH:30][CH:29]=1)([CH3:26])([CH3:25])[CH3:24], predict the reaction product. The product is: [CH3:1][O:2][C:3]([C@H:5]1[CH2:9][C@@H:8]([O:10][Si:27]([C:23]([CH3:26])([CH3:25])[CH3:24])([C:34]2[CH:35]=[CH:36][CH:37]=[CH:38][CH:39]=2)[C:28]2[CH:33]=[CH:32][CH:31]=[CH:30][CH:29]=2)[CH2:7][N:6]1[C:11]([O:13][C:14]([CH3:17])([CH3:16])[CH3:15])=[O:12])=[O:4]. (4) Given the reactants Cl.[N:2]1[C:11]2[C:6](=[CH:7][CH:8]=[CH:9][CH:10]=2)[CH:5]=[CH:4][C:3]=1[CH2:12]Cl.[OH:14][C:15]1[CH:16]=[C:17]([CH:20]=[CH:21][CH:22]=1)[CH2:18][OH:19].C(=O)([O-])[O-].[K+].[K+].O, predict the reaction product. The product is: [N:2]1[C:11]2[C:6](=[CH:7][CH:8]=[CH:9][CH:10]=2)[CH:5]=[CH:4][C:3]=1[CH2:12][O:14][C:15]1[CH:16]=[C:17]([CH:20]=[CH:21][CH:22]=1)[CH2:18][OH:19]. (5) Given the reactants Cl[C:2]1[C:3]([CH:16]=O)=[C:4]([O:8][CH2:9][C:10]2[CH:15]=[CH:14][CH:13]=[CH:12][CH:11]=2)[CH:5]=[N:6][CH:7]=1.[C:18]([O:22][CH3:23])(=[O:21])[CH2:19][SH:20].C(=O)([O-])[O-].[Cs+].[Cs+], predict the reaction product. The product is: [CH2:9]([O:8][C:4]1[CH:5]=[N:6][CH:7]=[C:2]2[S:20][C:19]([C:18]([O:22][CH3:23])=[O:21])=[CH:16][C:3]=12)[C:10]1[CH:11]=[CH:12][CH:13]=[CH:14][CH:15]=1. (6) The product is: [CH3:3][C:2]([C:6]1[CH:10]=[C:9]([NH:11][C:25](=[O:26])[O:27][C:28]2[CH:33]=[CH:32][CH:31]=[CH:30][CH:29]=2)[N:8]([C:12]2[CH:13]=[CH:14][C:15]([CH3:18])=[CH:16][CH:17]=2)[N:7]=1)([C:4]#[CH:5])[CH3:1]. Given the reactants [CH3:1][C:2]([C:6]1[CH:10]=[C:9]([NH2:11])[N:8]([C:12]2[CH:17]=[CH:16][C:15]([CH3:18])=[CH:14][CH:13]=2)[N:7]=1)([C:4]#[CH:5])[CH3:3].C(=O)(O)[O-].[Na+].Cl[C:25]([O:27][C:28]1[CH:33]=[CH:32][CH:31]=[CH:30][CH:29]=1)=[O:26], predict the reaction product. (7) Given the reactants C(OC([N:8]1[CH2:13][CH2:12][CH:11]([N:14]([C:19]2[CH:24]=[CH:23][CH:22]=[CH:21][CH:20]=2)[C:15]([NH:17][CH3:18])=[O:16])[CH2:10][CH2:9]1)=O)(C)(C)C.FC(F)(F)C(O)=O, predict the reaction product. The product is: [CH3:18][NH:17][C:15](=[O:16])[N:14]([C:19]1[CH:24]=[CH:23][CH:22]=[CH:21][CH:20]=1)[CH:11]1[CH2:12][CH2:13][NH:8][CH2:9][CH2:10]1. (8) Given the reactants [CH3:1][C:2]1[CH:3]=[CH:4][C:5]([NH2:8])=[CH:6][CH:7]=1.F[C:10]1[CH:15]=[CH:14][CH:13]=[CH:12][C:11]=1[N+:16]([O-:18])=[O:17].C(N(CC)CC)C.O, predict the reaction product. The product is: [N+:16]([C:11]1[CH:12]=[CH:13][CH:14]=[CH:15][C:10]=1[NH:8][C:5]1[CH:6]=[CH:7][C:2]([CH3:1])=[CH:3][CH:4]=1)([O-:18])=[O:17]. (9) Given the reactants [N+](C1C=CC(O[C:11]([C:13]2[CH:14]=[CH:15][C:16]([O:25][CH3:26])=[C:17]3[O:21][C:20]([CH2:22][O:23][CH3:24])=[CH:19][C:18]=23)=[O:12])=CC=1)([O-])=O.[NH2:27][C:28]1[N:32]([CH3:33])[CH:31]=[N:30][C:29]=1[C:34]#[N:35], predict the reaction product. The product is: [C:34]([C:29]1[N:30]=[CH:31][N:32]([CH3:33])[C:28]=1[NH:27][C:11]([C:13]1[CH:14]=[CH:15][C:16]([O:25][CH3:26])=[C:17]2[O:21][C:20]([CH2:22][O:23][CH3:24])=[CH:19][C:18]=12)=[O:12])#[N:35].